Task: Predict the product of the given reaction.. Dataset: Forward reaction prediction with 1.9M reactions from USPTO patents (1976-2016) (1) Given the reactants [F:1][C:2]1[CH:7]=[CH:6][C:5]([N:8]2[C:16]3[C:11](=[C:12](/[CH:17]=[CH:18]/[CH:19]([NH:21][C:22](=[O:28])[O:23][C:24]([CH3:27])([CH3:26])[CH3:25])[CH3:20])[CH:13]=[CH:14][CH:15]=3)[CH:10]=[N:9]2)=[CH:4][CH:3]=1, predict the reaction product. The product is: [F:1][C:2]1[CH:7]=[CH:6][C:5]([N:8]2[C:16]3[C:11](=[C:12]([CH2:17][CH2:18][CH:19]([NH:21][C:22](=[O:28])[O:23][C:24]([CH3:27])([CH3:26])[CH3:25])[CH3:20])[CH:13]=[CH:14][CH:15]=3)[CH:10]=[N:9]2)=[CH:4][CH:3]=1. (2) Given the reactants [CH:1]([C:4]1[CH:12]=[C:11]([CH:13]([CH3:15])[CH3:14])[CH:10]=[C:9]([CH:16]([CH3:18])[CH3:17])[C:5]=1[C:6]([OH:8])=[O:7])([CH3:3])[CH3:2].C(=O)([O-])O.[Na+:23].C(C(C)=O)C(C)C, predict the reaction product. The product is: [CH:1]([C:4]1[CH:12]=[C:11]([CH:13]([CH3:15])[CH3:14])[CH:10]=[C:9]([CH:16]([CH3:18])[CH3:17])[C:5]=1[C:6]([O-:8])=[O:7])([CH3:3])[CH3:2].[Na+:23]. (3) Given the reactants [CH:1]1([N:6]2[CH2:12][C:11]([F:14])([F:13])[C:10](=[O:15])[N:9]([CH3:16])[C:8]3[CH:17]=[N:18][C:19]([NH:21][C:22]4[CH:30]=[CH:29][C:25]([C:26]([OH:28])=O)=[CH:24][C:23]=4[O:31][CH3:32])=[N:20][C:7]2=3)[CH2:5][CH2:4][CH2:3][CH2:2]1.[CH3:33][N:34]1[CH:39]2[CH2:40][CH2:41][CH:35]1[CH2:36][CH:37]([NH2:42])[CH2:38]2.F[P-](F)(F)(F)(F)F.CN(C(N(C)C)=[N+]1C2C(=NC=CC=2)[N+]([O-])=N1)C.C(N(C(C)C)CC)(C)C, predict the reaction product. The product is: [CH:1]1([N:6]2[CH2:12][C:11]([F:13])([F:14])[C:10](=[O:15])[N:9]([CH3:16])[C:8]3[CH:17]=[N:18][C:19]([NH:21][C:22]4[CH:30]=[CH:29][C:25]([C:26]([NH:42][CH:37]5[CH2:38][CH:39]6[N:34]([CH3:33])[CH:35]([CH2:41][CH2:40]6)[CH2:36]5)=[O:28])=[CH:24][C:23]=4[O:31][CH3:32])=[N:20][C:7]2=3)[CH2:2][CH2:3][CH2:4][CH2:5]1. (4) Given the reactants [CH3:1][S-:2].[Na+].Cl[CH2:5][C:6]1[CH:11]=[CH:10][CH:9]=[C:8]([N+:12]([O-:14])=[O:13])[CH:7]=1, predict the reaction product. The product is: [CH3:1][S:2][CH2:5][C:6]1[CH:11]=[CH:10][CH:9]=[C:8]([N+:12]([O-:14])=[O:13])[CH:7]=1.